This data is from Experimentally validated miRNA-target interactions with 360,000+ pairs, plus equal number of negative samples. The task is: Binary Classification. Given a miRNA mature sequence and a target amino acid sequence, predict their likelihood of interaction. (1) The miRNA is hsa-miR-6851-3p with sequence UGGCCCUUUGUACCCCUCCAG. The protein sequence of the target gene is MADSGDAGSSGPWWKSLTNSRKKSKEAAVGVPPPAQPAPGEPTPPAPPSPDWTSSSRENQHPNLLGGAGEPPKPDKLYGDKSGSSRRNLKISRSGRFKEKRKVRATLLPEAGRSPEEAGFPGDPHEDKQ. Result: 0 (no interaction). (2) The miRNA is hsa-miR-6755-5p with sequence UAGGGUAGACACUGACAACGUU. The protein sequence of the target gene is MDFRTACEETKTGICLLQDGNQEPFKVRLHLAKDILMIQEQDVICVSGEPFYSGERTVTIRRQTVGGFGLSIKGGAEHNIPVVVSKISKEQRAELSGLLFIGDAILQINGINVRKCRHEEVVQVLRNAGEEVTLTVSFLKRAPAFLKLPLNEDCACAPSDQSSGTSSPLCDSGLHLNYHPNNTDTLSCSSWPTSPGLRWEKRWCDLRLIPLLHSRFSQYVPGTDLSRQNAFQVIAVDGVCTGIIQCLSAEDCVDWLQAIATNISNLTKHNIKKINRNFPVNQQIVYMGWCEAREQDPLQD.... Result: 0 (no interaction). (3) The miRNA is hsa-miR-503-5p with sequence UAGCAGCGGGAACAGUUCUGCAG. The protein sequence of the target gene is MASGAYNPYIEIIEQPRQRGMRFRYKCEGRSAGSIPGEHSTDNNRTYPSIQIMNYYGKGKVRITLVTKNDPYKPHPHDLVGKDCRDGYYEAEFGQERRPLFFQNLGIRCVKKKEVKEAIITRIKAGINPFNVPEKQLNDIEDCDLNVVRLCFQVFLPDEHGNLTTALPPVVSNPIYDNRAPNTAELRICRVNKNCGSVRGGDEIFLLCDKVQKDDIEVRFVLNDWEAKGIFSQADVHRQVAIVFKTPPYCKAITEPVTVKMQLRRPSDQEVSESMDFRYLPDEKDTYGNKAKKQKTTLLF.... Result: 1 (interaction). (4) The miRNA is hsa-miR-513c-5p with sequence UUCUCAAGGAGGUGUCGUUUAU. The protein sequence of the target gene is MSGTRASNDRPPGAGGVKRGRLQQEAAATGSRVTVVLGAQWGDEGKGKVVDLLATDADIISRCQGGNNAGHTVVVDGKEYDFHLLPSGIINTKAVSFIGNGVVIHLPGLFEEAEKNEKKGLKDWEKRLIISDRAHLVFDFHQAVDGLQEVQRQAQEGKNIGTTKKGIGPTYSSKAARTGLRICDLLSDFDEFSSRFKNLAHQHQSMFPTLEIDIEGQLKRLKGFAERIRPMVRDGVYFMYEALHGPPKKILVEGANAALLDIDFGTYPFVTSSNCTVGGVCTGLGIPPQNIGDVYGVVKA.... Result: 0 (no interaction). (5) The miRNA is hsa-miR-6823-3p with sequence UGAGCCUCUCCUUCCCUCCAG. The protein sequence of the target gene is MPRRGLILHTRTHWLLLGLALLCSLVLFMYLLECAPQTDGNASLPGVVGENYGKEYYQALLQEQEEHYQTRATSLKRQIAQLKQELQEMSEKMRSLQERRNVGANGIGYQSNKEQAPSDLLEFLHSQIDKAEVSIGAKLPSEYGVIPFESFTLMKVFQLEMGLTRHPEEKPVRKDKRDELVEVIEAGLEVINNPDEDDEQEDEEGPLGEKLIFNENDFVEGYYRTERDKGTQYELFFKKADLTEYRHVTLFRPFGPLMKVKSEMIDITRSIINIIVPLAERTEAFVQFMQNFRDVCIHQD.... Result: 0 (no interaction). (6) The miRNA is hsa-miR-2467-3p with sequence AGCAGAGGCAGAGAGGCUCAGG. The protein sequence of the target gene is MAGTKNKTRAQAKTEKKAAIQAKAGAEREATGVVRPVAKTRAKAKAKTGSKTDAVAEMKAVSKNKVVAETKEGALSEPKTLGKAMGDFTPKAGNESTSSTCKNEAGTDAWFWAGEEATINSWFWNGEEAGNSFSTKNDKPEIGAQVCAEELEPAAGADCKPRSGAEEEEEENVIGNWFWEGDDTSFDPNPKPVSRIVKPQPVYEINEKNRPKDWSEVTIWPNAPAVTPAVLGFRSQAPSEASPPSYIVLASAEENACSLPVATACRPSRNTRSCSQPIPECRFDSDPCIQTIDEIRRQIR.... Result: 1 (interaction). (7) The miRNA is hsa-miR-1258 with sequence AGUUAGGAUUAGGUCGUGGAA. The protein sequence of the target gene is MEPEMQAAEEGPSAPRIYKQRGPYSVLKTFPSRRPALAKRYDRPSLLELSPARPSPLPPPPPPPPFASLAAVPISSSEPPPFPTQPSYPAGSGRAPAAAAASSSSPSCTPAAPPGHPRTPAPPPPPPPPLAAPAASSSSSFAAVVRYGPGPATGACSSGAGSDGASLELSAESRMILDAFAQQCSRVLSLLNCGGKLLDSNHSQSMISCVKQEGSSYNERQDQCHIVKGVQSQTSDNIDIEMQYMQRKQQTSAFLRVFTDSLQNYLLSGSFPTPNTSSASEYGHLADVDPLSASPVHTLG.... Result: 0 (no interaction). (8) The miRNA is hsa-miR-499b-5p with sequence ACAGACUUGCUGUGAUGUUCA. The protein sequence of the target gene is MAASGAVEPGPPGAAVAPSPAPAPPPAPDHLFRPISAEDEEQQPTEIESLCMNCYCNGMTRLLLTKIPFFREIIVSSFSCEHCGWNNTEIQSAGRIQDQGVRYTLSVRALEDMNREVVKTDSAATRIPELDFEIPAFSQKGALTTVEGLITRAISGLEQDQPARRANKDATAERIDEFIVKLKELKQVASPFTLIIDDPSGNSFVENPHAPQKDDALVITHYNRTRQQEEMLGLQEEAPAEKPEEEDLRNEVLQFSTNCPECNAPAQTNMKLVQIPHFKEVIIMATNCENCGHRTNEVKS.... Result: 0 (no interaction). (9) The miRNA is hsa-miR-942-5p with sequence UCUUCUCUGUUUUGGCCAUGUG. The protein sequence of the target gene is MSWGTELWDQFDSLDKHTQWGIDFLERYAKFVKERIEIEQNYAKQLRNLVKKYCPKRSSKDEEPRFTSCVAFFNILNELNDYAGQREVVAEEMAHRVYGELMRYAHDLKTERKMHLQEGRKAQQYLDMCWKQMDNSKKKFERECREAEKAQQSYERLDNDTNATKADVEKAKQQLNLRTHMADENKNEYAAQLQNFNGEQHKHFYVVIPQIYKQLQEMDERRTIKLSECYRGFADSERKVIPIISKCLEGMILAAKSVDERRDSQMVVDSFKSGFEPPGDFPFEDYSQHIYRTISDGTIS.... Result: 0 (no interaction). (10) The miRNA is mmu-miR-323-3p with sequence CACAUUACACGGUCGACCUCU. The protein sequence of the target gene is MAQLRRGHLTFRDVAIEFSQEEWKCLDPVQKALYRDVMLENYRNLVSLGICLPDLSIISMMKQRTEPWTVENEMKVAKNPDRWEGIKDINTGRSCAVRSKAGNKPITNQLGLTFQLPLPELEIFQGEGKIYECNQVQKFISHSSSVSPLQRIYSGVKTHIFNKHRNDFVDFPLLSQEQKAHIRRKPYECNEQGKVFRVSSSLPNHQVIHTADKPNRCHECGKTVRDKSGLAEHWRIRTGEKPYKCKECGKLFNRIAYLARHEKVHTGESPYKCNECGKVFSRITYLVRHQKIHTREKPHK.... Result: 0 (no interaction).